Dataset: Forward reaction prediction with 1.9M reactions from USPTO patents (1976-2016). Task: Predict the product of the given reaction. (1) The product is: [Cl:1][C:2]1[CH:3]=[C:4]([C:13]([OH:15])=[O:14])[S:5][C:6]=1[C:7]1[N:11]([CH3:12])[N:10]=[CH:9][C:8]=1[Cl:16]. Given the reactants [Cl:1][C:2]1[CH:3]=[C:4]([C:13]([OH:15])=[O:14])[S:5][C:6]=1[C:7]1[N:11]([CH3:12])[N:10]=[CH:9][CH:8]=1.[Cl:16]N1C(=O)CCC1=O, predict the reaction product. (2) Given the reactants [CH:1]1([CH:6]=[C:7]([C:18]2[NH:28][C:21]3=[N:22][C:23]([O:26][CH3:27])=[CH:24][CH:25]=[C:20]3[CH:19]=2)[C:8]2[CH:13]=[CH:12][C:11]([S:14]([CH3:17])(=[O:16])=[O:15])=[CH:10][CH:9]=2)[CH2:5][CH2:4][CH2:3][CH2:2]1, predict the reaction product. The product is: [CH:1]1([CH2:6][CH:7]([C:18]2[NH:28][C:21]3=[N:22][C:23]([O:26][CH3:27])=[CH:24][CH:25]=[C:20]3[CH:19]=2)[C:8]2[CH:9]=[CH:10][C:11]([S:14]([CH3:17])(=[O:16])=[O:15])=[CH:12][CH:13]=2)[CH2:5][CH2:4][CH2:3][CH2:2]1.